Dataset: Reaction yield outcomes from USPTO patents with 853,638 reactions. Task: Predict the reaction yield, written as a fraction of the theoretical maximum amount of product (1.0 means a 100% yield; for example, 0.34 means a 34% yield). (1) The catalyst is CN(C=O)C.O. The reactants are CCN(C(C)C)C(C)C.[C:10]1([C:19]2[CH:24]=[CH:23][CH:22]=[CH:21][CH:20]=2)[CH:15]=[CH:14][C:13]([C:16]([OH:18])=O)=[CH:12][CH:11]=1.C1C=CC2N(O)N=NC=2C=1.CCN=C=NCCCN(C)C.Cl.[CH3:47][O:48][C:49](=[O:53])[CH2:50][NH:51][CH3:52]. The product is [CH3:47][O:48][C:49](=[O:53])[CH2:50][N:51]([C:16]([C:13]1[CH:12]=[CH:11][C:10]([C:19]2[CH:24]=[CH:23][CH:22]=[CH:21][CH:20]=2)=[CH:15][CH:14]=1)=[O:18])[CH3:52]. The yield is 0.770. (2) The reactants are [Li]CCCC.[Li+].CC([N-]C(C)C)C.[Cl:14][C:15]1[CH:19]=[CH:18][S:17][C:16]=1[C:20]([OH:22])=[O:21].[Br:23]CCBr.Cl. The catalyst is C1COCC1. The product is [Br:23][C:18]1[S:17][C:16]([C:20]([OH:22])=[O:21])=[C:15]([Cl:14])[CH:19]=1. The yield is 0.800. (3) The reactants are [CH3:1][O:2][C:3]1[CH:4]=[C:5]2[C:10](=[CH:11][C:12]=1[O:13][CH3:14])[N:9]=[CH:8][N:7]=[C:6]2[S:15][C:16]1[CH:17]=[C:18]([CH:20]=[CH:21][CH:22]=1)[NH2:19].[C:23]([C:27]1[CH:32]=[CH:31][C:30]([N:33]=[C:34]=[O:35])=[CH:29][CH:28]=1)([CH3:26])([CH3:25])[CH3:24]. No catalyst specified. The product is [C:23]([C:27]1[CH:32]=[CH:31][C:30]([NH:33][C:34]([NH:19][C:18]2[CH:20]=[CH:21][CH:22]=[C:16]([S:15][C:6]3[C:5]4[C:10](=[CH:11][C:12]([O:13][CH3:14])=[C:3]([O:2][CH3:1])[CH:4]=4)[N:9]=[CH:8][N:7]=3)[CH:17]=2)=[O:35])=[CH:29][CH:28]=1)([CH3:26])([CH3:24])[CH3:25]. The yield is 0.270. (4) The reactants are [F:1][C:2]1[CH:7]=[CH:6][C:5]([C@H:8]([NH:10][C:11]([NH:13][C:14]2[N:19]=[CH:18][C:17]3[CH:20]=[N:21][N:22](C(C4C=CC=CC=4)(C4C=CC=CC=4)C4C=CC=CC=4)[C:16]=3[CH:15]=2)=[O:12])[CH3:9])=[CH:4][CH:3]=1.C(O)(C(F)(F)F)=O.C([SiH](CC)CC)C. The catalyst is C(Cl)Cl. The product is [F:1][C:2]1[CH:7]=[CH:6][C:5]([C@H:8]([NH:10][C:11]([NH:13][C:14]2[N:19]=[CH:18][C:17]3[CH:20]=[N:21][NH:22][C:16]=3[CH:15]=2)=[O:12])[CH3:9])=[CH:4][CH:3]=1. The yield is 0.120. (5) The reactants are [Br:1][C:2]1[CH:12]=[N:11][C:5]2[NH:6][CH2:7][CH2:8][NH:9][CH2:10][C:4]=2[CH:3]=1.CCN(CC)CC.[C:20]([O:24][C:25](O[C:25]([O:24][C:20]([CH3:23])([CH3:22])[CH3:21])=[O:26])=[O:26])([CH3:23])([CH3:22])[CH3:21]. The catalyst is C(Cl)Cl. The product is [C:20]([O:24][C:25]([N:9]1[CH2:10][C:4]2[CH:3]=[C:2]([Br:1])[CH:12]=[N:11][C:5]=2[NH:6][CH2:7][CH2:8]1)=[O:26])([CH3:23])([CH3:22])[CH3:21]. The yield is 0.910. (6) The reactants are C([O:3][C:4](=O)[CH2:5][C:6]([C@H:8]1[CH2:13][CH2:12][N:11]([C:14]([O:16][CH3:17])=[O:15])[C@@H:10]([C:18]2[CH:23]=[CH:22][C:21]([C:24]([F:27])([F:26])[F:25])=[CH:20][C:19]=2[F:28])[CH2:9]1)=[O:7])C.[OH-].[Na+].[NH2:32]O.Cl. The catalyst is CO. The product is [F:28][C:19]1[CH:20]=[C:21]([C:24]([F:27])([F:26])[F:25])[CH:22]=[CH:23][C:18]=1[C@H:10]1[CH2:9][C@@H:8]([C:6]2[O:7][NH:32][C:4](=[O:3])[CH:5]=2)[CH2:13][CH2:12][N:11]1[C:14]([O:16][CH3:17])=[O:15]. The yield is 0.760.